From a dataset of Full USPTO retrosynthesis dataset with 1.9M reactions from patents (1976-2016). Predict the reactants needed to synthesize the given product. (1) Given the product [CH2:6]([C@H:5]([NH:13][C:14]([C@@H:16]([NH:21][C:22](=[O:25])[O:23][CH3:24])[CH:17]([CH3:20])[CH2:18][CH3:19])=[O:15])[CH2:4][C@H:3]([OH:26])[C@@H:2]([NH:1][C:44](=[O:45])[C@@H:43]([N:47]1[CH2:51][CH2:50][N:49]([CH2:52][C:53]2[C:62]3[C:57](=[CH:58][CH:59]=[CH:60][CH:61]=3)[N:56]=[CH:55][CH:54]=2)[C:48]1=[O:63])[CH:42]([CH3:41])[CH2:64][CH3:65])[CH2:27][C:28]1[CH:29]=[CH:30][CH:31]=[CH:32][CH:33]=1)[C:7]1[CH:12]=[CH:11][CH:10]=[CH:9][CH:8]=1, predict the reactants needed to synthesize it. The reactants are: [NH2:1][C@@H:2]([CH2:27][C:28]1[CH:33]=[CH:32][CH:31]=[CH:30][CH:29]=1)[C@@H:3]([OH:26])[CH2:4][C@@H:5]([NH:13][C:14]([C@@H:16]([NH:21][C:22](=[O:25])[O:23][CH3:24])[C@@H:17]([CH3:20])[CH2:18][CH3:19])=[O:15])[CH2:6][C:7]1[CH:12]=[CH:11][CH:10]=[CH:9][CH:8]=1.FC(F)(F)C(O)=O.[CH3:41][C@@H:42]([CH2:64][CH3:65])[C@H:43]([N:47]1[CH2:51][CH2:50][N:49]([CH2:52][C:53]2[C:62]3[C:57](=[CH:58][CH:59]=[CH:60][CH:61]=3)[N:56]=[CH:55][CH:54]=2)[C:48]1=[O:63])[C:44](O)=[O:45].CCN=C=NCCCN(C)C.C1C=CC2N(O)N=NC=2C=1.CN1CCOCC1. (2) Given the product [Cl:1][C:2]1[CH:7]=[CH:6][C:5]([CH:8]2[CH2:13][CH2:12][N:11]([C:34]([O:36][CH2:37][C:38]([Cl:41])([Cl:40])[Cl:39])=[O:35])[CH2:10][CH:9]2[O:15][CH2:16][C:17]2[CH:26]=[CH:25][C:24]3[C:19](=[CH:20][CH:21]=[CH:22][CH:23]=3)[CH:18]=2)=[CH:4][CH:3]=1, predict the reactants needed to synthesize it. The reactants are: [Cl:1][C:2]1[CH:7]=[CH:6][C:5]([CH:8]2[CH2:13][CH2:12][N:11](C)[CH2:10][CH:9]2[O:15][CH2:16][C:17]2[CH:26]=[CH:25][C:24]3[C:19](=[CH:20][CH:21]=[CH:22][CH:23]=3)[CH:18]=2)=[CH:4][CH:3]=1.C(=O)([O-])[O-].[K+].[K+].Cl[C:34]([O:36][CH2:37][C:38]([Cl:41])([Cl:40])[Cl:39])=[O:35]. (3) Given the product [C:14]([O:18][C:19]([NH:20][C:21]1[CH:26]=[CH:25][CH:24]=[CH:23][C:22]=1[NH:27][C:10](=[O:12])[CH2:9][CH2:8][CH2:7][CH2:6][CH2:5][C:4]([O:3][CH2:1][CH3:2])=[O:13])=[O:28])([CH3:17])([CH3:15])[CH3:16], predict the reactants needed to synthesize it. The reactants are: [CH2:1]([O:3][C:4](=[O:13])[CH2:5][CH2:6][CH2:7][CH2:8][CH2:9][C:10]([OH:12])=O)[CH3:2].[C:14]([O:18][C:19](=[O:28])[NH:20][C:21]1[CH:26]=[CH:25][CH:24]=[CH:23][C:22]=1[NH2:27])([CH3:17])([CH3:16])[CH3:15].CN(C(ON1N=NC2C=CC=CC1=2)=[N+](C)C)C.F[P-](F)(F)(F)(F)F.CCN(C(C)C)C(C)C. (4) Given the product [CH3:15][C@H:10]1[O:11][C@@H:12]([CH3:14])[CH2:13][N:8]([C:5]2[C:4]([CH:16]=[O:17])=[CH:3][C:2]([C:23]3[N:24]=[C:25]([O:28][CH3:29])[S:26][CH:27]=3)=[CH:7][N:6]=2)[CH2:9]1, predict the reactants needed to synthesize it. The reactants are: Br[C:2]1[CH:3]=[C:4]([CH:16]=[O:17])[C:5]([N:8]2[CH2:13][C@@H:12]([CH3:14])[O:11][C@@H:10]([CH3:15])[CH2:9]2)=[N:6][CH:7]=1.C([Sn](CCCC)(CCCC)[C:23]1[N:24]=[C:25]([O:28][CH3:29])[S:26][CH:27]=1)CCC. (5) Given the product [N:1]1[O:2][N:3]=[C:4]2[CH:9]=[C:8]([C:10]3[C:15]([O:16][CH2:17][CH:18]4[CH2:20][CH2:19]4)=[CH:14][C:13]([CH:21]([CH2:29][CH:30]([CH3:31])[CH3:32])[C:22]([OH:24])=[O:23])=[C:12]([F:33])[CH:11]=3)[CH:7]=[CH:6][C:5]=12, predict the reactants needed to synthesize it. The reactants are: [N:1]1[O:2][N:3]=[C:4]2[CH:9]=[C:8]([C:10]3[C:15]([O:16][CH2:17][CH:18]4[CH2:20][CH2:19]4)=[CH:14][C:13]([CH:21]([CH2:29][CH:30]([CH3:32])[CH3:31])[C:22]([O:24]CC4CC4)=[O:23])=[C:12]([F:33])[CH:11]=3)[CH:7]=[CH:6][C:5]=12. (6) Given the product [C:16]([S:18][CH2:2][CH2:3][CH2:4][C:5]1[CH:15]=[CH:14][C:8]([C:9]([O:11][CH2:12][CH3:13])=[O:10])=[CH:7][CH:6]=1)(=[O:19])[CH3:17], predict the reactants needed to synthesize it. The reactants are: Br[CH2:2][CH2:3][CH2:4][C:5]1[CH:15]=[CH:14][C:8]([C:9]([O:11][CH2:12][CH3:13])=[O:10])=[CH:7][CH:6]=1.[C:16]([O-:19])(=[S:18])[CH3:17].[K+]. (7) Given the product [CH3:1][O:2][C:3]1[CH:4]=[C:5]([CH:9]([CH:14]2[CH2:19][CH2:18][N:17]([C:21]3[CH:26]=[CH:25][CH:24]=[CH:23][C:22]=3[O:27][CH3:28])[CH2:16][CH2:15]2)[C:10]([O:12][CH3:13])=[O:11])[CH:6]=[CH:7][CH:8]=1, predict the reactants needed to synthesize it. The reactants are: [CH3:1][O:2][C:3]1[CH:4]=[C:5]([CH:9]([CH:14]2[CH2:19][CH2:18][NH:17][CH2:16][CH2:15]2)[C:10]([O:12][CH3:13])=[O:11])[CH:6]=[CH:7][CH:8]=1.Br[C:21]1[CH:26]=[CH:25][CH:24]=[CH:23][C:22]=1[O:27][CH3:28].C1C=CC(P(C2C(C3C(P(C4C=CC=CC=4)C4C=CC=CC=4)=CC=C4C=3C=CC=C4)=C3C(C=CC=C3)=CC=2)C2C=CC=CC=2)=CC=1.CC(C)([O-])C.[Na+].[Cl-].[NH4+]. (8) Given the product [CH3:17][O:19][C:20](=[O:23])[CH2:21][NH:22][CH:1]([C:4]1[CH:9]=[CH:8][C:7]([C:10]2[CH:15]=[CH:14][CH:13]=[CH:12][CH:11]=2)=[CH:6][CH:5]=1)[CH3:2], predict the reactants needed to synthesize it. The reactants are: [C:1]([C:4]1[CH:9]=[CH:8][C:7]([C:10]2[CH:15]=[CH:14][CH:13]=[CH:12][CH:11]=2)=[CH:6][CH:5]=1)(=O)[CH3:2].Cl.[CH2:17]([O:19][C:20](=[O:23])[CH2:21][NH2:22])C.[BH4-].[Na+].